Dataset: Forward reaction prediction with 1.9M reactions from USPTO patents (1976-2016). Task: Predict the product of the given reaction. (1) Given the reactants C[O:2][C:3](=O)[C@@H:4]([NH:20][C:21]([O:23][C:24]([CH3:27])([CH3:26])[CH3:25])=[O:22])[CH2:5][C:6]1[CH:11]=[CH:10][C:9]([O:12][C:13]2[CH:18]=[CH:17][C:16]([Cl:19])=[CH:15][CH:14]=2)=[CH:8][CH:7]=1.[H-].C([Al+]CC(C)C)C(C)C.CC(O)=O, predict the reaction product. The product is: [C:24]([O:23][C:21](=[O:22])[NH:20][C@H:4]([CH:3]=[O:2])[CH2:5][C:6]1[CH:11]=[CH:10][C:9]([O:12][C:13]2[CH:14]=[CH:15][C:16]([Cl:19])=[CH:17][CH:18]=2)=[CH:8][CH:7]=1)([CH3:25])([CH3:27])[CH3:26]. (2) Given the reactants [Cl:1][C:2]1[CH:7]=[CH:6][C:5]([C:8]2[C:12]([C:13]([C:15]3[CH:16]=[N:17][CH:18]=[CH:19][CH:20]=3)=[O:14])=[C:11]([C:21]3[CH:26]=[CH:25][C:24]([F:27])=[CH:23][C:22]=3[F:28])[O:10][N:9]=2)=[C:4]([F:29])[CH:3]=1.[BH4-].[Na+], predict the reaction product. The product is: [Cl:1][C:2]1[CH:7]=[CH:6][C:5]([C:8]2[C:12]([CH:13]([C:15]3[CH:16]=[N:17][CH:18]=[CH:19][CH:20]=3)[OH:14])=[C:11]([C:21]3[CH:26]=[CH:25][C:24]([F:27])=[CH:23][C:22]=3[F:28])[O:10][N:9]=2)=[C:4]([F:29])[CH:3]=1. (3) The product is: [C:20]([O:16][CH2:15][CH:12]([C:3]1[CH:4]=[C:5]([O:8][CH:9]([F:11])[F:10])[CH:6]=[CH:7][C:2]=1[Cl:1])[C:13]#[N:14])(=[O:22])[CH3:21]. Given the reactants [Cl:1][C:2]1[CH:7]=[CH:6][C:5]([O:8][CH:9]([F:11])[F:10])=[CH:4][C:3]=1[CH:12]([CH2:15][OH:16])[C:13]#[N:14].C(#N)C.[C:20](OC(=O)C)(=[O:22])[CH3:21].OS(O)(=O)=O, predict the reaction product. (4) Given the reactants [O:1]1[C:5]2[CH:6]=[CH:7][CH:8]=[CH:9][C:4]=2[CH:3]=[C:2]1[C:10]1[N:14]2[N:15]=[C:16](Cl)[CH:17]=[CH:18][C:13]2=[N:12][CH:11]=1.[NH2:20][CH2:21][CH:22]([C:24]1[CH:29]=[CH:28][CH:27]=[CH:26][N:25]=1)[OH:23].[Cl-].[NH4+], predict the reaction product. The product is: [O:1]1[C:5]2[CH:6]=[CH:7][CH:8]=[CH:9][C:4]=2[CH:3]=[C:2]1[C:10]1[N:14]2[N:15]=[C:16]([NH:20][CH2:21][CH:22]([C:24]3[CH:29]=[CH:28][CH:27]=[CH:26][N:25]=3)[OH:23])[CH:17]=[CH:18][C:13]2=[N:12][CH:11]=1.